This data is from Ames mutagenicity test results for genotoxicity prediction. The task is: Regression/Classification. Given a drug SMILES string, predict its toxicity properties. Task type varies by dataset: regression for continuous values (e.g., LD50, hERG inhibition percentage) or binary classification for toxic/non-toxic outcomes (e.g., AMES mutagenicity, cardiotoxicity, hepatotoxicity). Dataset: ames. (1) The molecule is CC(=O)OCC12CC(OC(=O)CC(C)C)C(C)=CC1OC1C(O)C(OC(C)=O)C2(C)C12CO2. The result is 1 (mutagenic). (2) The drug is O=C(Nc1ccccc1)Nc1snc2ccccc12. The result is 0 (non-mutagenic). (3) The compound is O=C(OCc1cccc([N+](=O)[O-])c1)c1ccccc1. The result is 0 (non-mutagenic).